From a dataset of Full USPTO retrosynthesis dataset with 1.9M reactions from patents (1976-2016). Predict the reactants needed to synthesize the given product. (1) Given the product [Br:1][C:2]1[C:3]([CH3:18])=[CH:4][CH:5]=[C:6]([N:10]2[CH2:15][CH2:14][O:13][CH2:12][CH2:11]2)[N:7]=1, predict the reactants needed to synthesize it. The reactants are: [Br:1][C:2]1[N:7]=[C:6](C=O)[CH:5]=[CH:4][CH:3]=1.[NH:10]1[CH2:15][CH2:14][O:13][CH2:12][CH2:11]1.[BH-](OC(C)=O)(OC(C)=O)O[C:18](C)=O.[Na+].CC(O)=O. (2) Given the product [N:1]([CH2:6][CH2:7][C:8]1[CH:13]=[CH:12][CH:11]=[CH:10][C:9]=1[N+:14]([O-:16])=[O:15])=[N+:2]=[N-:3], predict the reactants needed to synthesize it. The reactants are: [N-:1]=[N+:2]=[N-:3].[Na+].Br[CH2:6][CH2:7][C:8]1[CH:13]=[CH:12][CH:11]=[CH:10][C:9]=1[N+:14]([O-:16])=[O:15]. (3) Given the product [C:1]([O:5][C:6](=[O:17])[NH:7][CH2:8][CH:9]1[CH2:10][CH2:11][N:12]([C:15](=[NH:16])[NH:19][OH:20])[CH2:13][CH2:14]1)([CH3:4])([CH3:2])[CH3:3], predict the reactants needed to synthesize it. The reactants are: [C:1]([O:5][C:6](=[O:17])[NH:7][CH2:8][CH:9]1[CH2:14][CH2:13][N:12]([C:15]#[N:16])[CH2:11][CH2:10]1)([CH3:4])([CH3:3])[CH3:2].Cl.[NH2:19][OH:20].C(N(CC)CC)C. (4) Given the product [CH3:1][O:2][C:3]([C:5]1[CH:6]=[C:7]2[C:11](=[CH:12][CH:13]=1)[N:10]([S:20]([C:14]1[CH:19]=[CH:18][CH:17]=[CH:16][CH:15]=1)(=[O:22])=[O:21])[CH2:9][CH2:8]2)=[O:4], predict the reactants needed to synthesize it. The reactants are: [CH3:1][O:2][C:3]([C:5]1[CH:6]=[C:7]2[C:11](=[CH:12][CH:13]=1)[NH:10][CH2:9][CH2:8]2)=[O:4].[C:14]1([S:20](Cl)(=[O:22])=[O:21])[CH:19]=[CH:18][CH:17]=[CH:16][CH:15]=1. (5) Given the product [C:20]1([S:24]([NH2:27])(=[O:26])=[O:25])[CH:21]=[CH:22][CH:23]=[CH:18][CH:19]=1, predict the reactants needed to synthesize it. The reactants are: CSC(N1C(C2C=CSC=2)CC=N1)=NCC.Cl[C:18]1[CH:19]=[C:20]([S:24]([NH2:27])(=[O:26])=[O:25])[CH:21]=[CH:22][CH:23]=1. (6) Given the product [Cl:8][C:7]1[CH:6]=[N:5][N:4]([CH3:9])[C:3](=[O:10])[C:2]=1[O:12][CH3:11], predict the reactants needed to synthesize it. The reactants are: Cl[C:2]1[C:3](=[O:10])[N:4]([CH3:9])[N:5]=[CH:6][C:7]=1[Cl:8].[CH3:11][O-:12].[Na+]. (7) Given the product [NH2:17][C:18](=[O:61])[C:19]([CH3:60])([CH3:59])[CH2:20][NH:21][C:22]([C@H:24]([CH:56]([CH3:58])[CH3:57])[CH2:25][C@@H:26]1[O:30][CH2:29][N:28]([C:31]([O:33][CH2:34][O:13][C:11]([O:8][CH2:7][C:6]2[CH:9]=[CH:10][C:3]([O:2][CH3:1])=[CH:4][CH:5]=2)=[O:12])=[O:32])[C@H:27]1[CH2:36][C@H:37]([CH2:41][C:42]1[CH:47]=[CH:46][C:45]([O:48][CH3:49])=[C:44]([O:50][CH2:51][CH2:52][CH2:53][O:54][CH3:55])[CH:43]=1)[CH:38]([CH3:40])[CH3:39])=[O:23], predict the reactants needed to synthesize it. The reactants are: [CH3:1][O:2][C:3]1[CH:10]=[CH:9][C:6]([CH2:7][OH:8])=[CH:5][CH:4]=1.[C:11](=O)([O-:13])[O-:12].[Cs+].[Cs+].[NH2:17][C:18](=[O:61])[C:19]([CH3:60])([CH3:59])[CH2:20][NH:21][C:22]([C@H:24]([CH:56]([CH3:58])[CH3:57])[CH2:25][C@@H:26]1[O:30][CH2:29][N:28]([C:31]([O:33][CH2:34]Cl)=[O:32])[C@H:27]1[CH2:36][C@H:37]([CH2:41][C:42]1[CH:47]=[CH:46][C:45]([O:48][CH3:49])=[C:44]([O:50][CH2:51][CH2:52][CH2:53][O:54][CH3:55])[CH:43]=1)[CH:38]([CH3:40])[CH3:39])=[O:23].